This data is from Reaction yield outcomes from USPTO patents with 853,638 reactions. The task is: Predict the reaction yield, written as a fraction of the theoretical maximum amount of product (1.0 means a 100% yield; for example, 0.34 means a 34% yield). (1) The reactants are [CH3:1][C:2]1[CH:10]=[C:9](/[CH:11]=[CH:12]/[C:13]2[C:22]([CH3:23])=[CH:21][C:20]3[C:19]([CH3:25])([CH3:24])[CH:18]([OH:26])[CH2:17][C:16]([CH3:28])([CH3:27])[C:15]=3[CH:14]=2)[CH:8]=[CH:7][C:3]=1[C:4]([OH:6])=[O:5].CC(OI1(OC(C)=O)(OC(C)=O)OC(=O)C2C=CC=CC1=2)=O. The catalyst is C(Cl)Cl.[Cl-].[Na+].O. The product is [CH3:1][C:2]1[CH:10]=[C:9](/[CH:11]=[CH:12]/[C:13]2[C:22]([CH3:23])=[CH:21][C:20]3[C:19]([CH3:24])([CH3:25])[C:18](=[O:26])[CH2:17][C:16]([CH3:28])([CH3:27])[C:15]=3[CH:14]=2)[CH:8]=[CH:7][C:3]=1[C:4]([OH:6])=[O:5]. The yield is 0.920. (2) The reactants are [C:1]1([C:7]2[S:8][CH:9]=[C:10]([CH2:12][O:13][C:14]3[CH:19]=[CH:18][C:17]([CH2:20]O)=[CH:16][CH:15]=3)[N:11]=2)[CH:6]=[CH:5][CH:4]=[CH:3][CH:2]=1.O1CCCC1.S(Cl)([Cl:29])=O. The catalyst is C1(C)C=CC=CC=1. The product is [Cl:29][CH2:20][C:17]1[CH:18]=[CH:19][C:14]([O:13][CH2:12][C:10]2[N:11]=[C:7]([C:1]3[CH:6]=[CH:5][CH:4]=[CH:3][CH:2]=3)[S:8][CH:9]=2)=[CH:15][CH:16]=1. The yield is 0.890. (3) The reactants are [CH3:1][O:2][C:3]1[CH:4]=[C:5]2[CH:11]=[C:10]([CH3:12])[N:9](S(C3C=CC(C)=CC=3)(=O)=O)[C:6]2=[N:7][CH:8]=1.[OH-].[Na+]. The catalyst is CO.O. The product is [CH3:1][O:2][C:3]1[CH:4]=[C:5]2[CH:11]=[C:10]([CH3:12])[NH:9][C:6]2=[N:7][CH:8]=1. The yield is 0.940. (4) The catalyst is CCOC(C)=O.[Pd]. The product is [OH:1][CH:2]1[CH2:7][CH2:6][CH2:5][O:4][C:3]1([CH3:18])[C:8]([OH:10])=[O:9]. The reactants are [OH:1][CH:2]1[CH2:7][CH2:6][CH2:5][O:4][C:3]1([CH3:18])[C:8]([O:10]CC1C=CC=CC=1)=[O:9]. The yield is 1.00. (5) The reactants are C([O:8][N:9]1[C:15](=[O:16])[N:14]2[CH2:17][C@H:10]1[CH2:11][CH2:12][C@H:13]2[C:18]([NH:20][O:21][C@@H:22]1[CH2:27][CH2:26][CH2:25][N:24]([C:28]([O:30][C:31]([CH3:34])([CH3:33])[CH3:32])=[O:29])[CH2:23]1)=[O:19])C1C=CC=CC=1.[H][H]. The catalyst is CO.[Pd]. The product is [OH:8][N:9]1[C:15](=[O:16])[N:14]2[CH2:17][C@H:10]1[CH2:11][CH2:12][C@H:13]2[C:18]([NH:20][O:21][C@@H:22]1[CH2:27][CH2:26][CH2:25][N:24]([C:28]([O:30][C:31]([CH3:34])([CH3:33])[CH3:32])=[O:29])[CH2:23]1)=[O:19]. The yield is 0.910. (6) The reactants are C([NH:5][C:6]1[CH:11]=[C:10]([C:12]2[C:13]([C:20]3[C:21]([F:41])=[C:22]([N:26](COC)[S:27]([C:30]4[CH:35]=[C:34]([F:36])[CH:33]=[CH:32][C:31]=4[F:37])(=[O:29])=[O:28])[CH:23]=[CH:24][CH:25]=3)=[N:14][N:15]([CH2:17][CH2:18][F:19])[CH:16]=2)[CH:9]=[CH:8][N:7]=1)(C)(C)C. The catalyst is C(O)(C(F)(F)F)=O.O. The product is [NH2:5][C:6]1[CH:11]=[C:10]([C:12]2[C:13]([C:20]3[C:21]([F:41])=[C:22]([NH:26][S:27]([C:30]4[CH:35]=[C:34]([F:36])[CH:33]=[CH:32][C:31]=4[F:37])(=[O:29])=[O:28])[CH:23]=[CH:24][CH:25]=3)=[N:14][N:15]([CH2:17][CH2:18][F:19])[CH:16]=2)[CH:9]=[CH:8][N:7]=1. The yield is 0.630. (7) The reactants are [C:1]([NH:9][NH2:10])(=[O:8])[C:2]1[CH:7]=[CH:6][CH:5]=[CH:4][CH:3]=1.[CH3:11][O:12][C:13]1[CH:14]=[C:15]2[C:20](=[CH:21][C:22]=1[O:23][CH3:24])[N:19]=[CH:18][CH:17]=[C:16]2[O:25][C:26]1[CH:31]=[CH:30][C:29]([NH:32][C:33](=O)[O:34]C2C=CC([N+]([O-])=O)=CC=2)=[CH:28][C:27]=1[F:45]. No catalyst specified. The product is [C:1]([NH:9][NH:10][C:33]([NH:32][C:29]1[CH:30]=[CH:31][C:26]([O:25][C:16]2[C:15]3[C:20](=[CH:21][C:22]([O:23][CH3:24])=[C:13]([O:12][CH3:11])[CH:14]=3)[N:19]=[CH:18][CH:17]=2)=[C:27]([F:45])[CH:28]=1)=[O:34])(=[O:8])[C:2]1[CH:7]=[CH:6][CH:5]=[CH:4][CH:3]=1. The yield is 0.0640. (8) The reactants are C[O:2][C:3]([C:5]1[C:9]([NH2:10])=[CH:8][NH:7][N:6]=1)=[O:4].[OH-].[Na+].[C:13](O[C:13]([O:15][C:16]([CH3:19])([CH3:18])[CH3:17])=[O:14])([O:15][C:16]([CH3:19])([CH3:18])[CH3:17])=[O:14]. The catalyst is O1CCOCC1. The product is [C:16]([O:15][C:13]([NH:10][C:9]1[C:5]([C:3]([OH:2])=[O:4])=[N:6][NH:7][CH:8]=1)=[O:14])([CH3:19])([CH3:18])[CH3:17]. The yield is 0.854.